Task: Predict the product of the given reaction.. Dataset: Forward reaction prediction with 1.9M reactions from USPTO patents (1976-2016) (1) Given the reactants C([C:3]1[CH:4]=[CH:5][C:6]([C:9]#[N:10])=[N:7][CH:8]=1)#N.[N:11]1C=CC=CC=1.Cl[C:18]([O:20][CH2:21][C:22]([Cl:25])([Cl:24])[Cl:23])=[O:19].O, predict the reaction product. The product is: [C:9]([C:6]1[N:7]=[CH:8][C:3]([NH:11][C:18](=[O:19])[O:20][CH2:21][C:22]([Cl:25])([Cl:24])[Cl:23])=[CH:4][CH:5]=1)#[N:10]. (2) Given the reactants [AlH4-].[Li+].[CH2:3]([N:10]1[CH2:14][CH:13]2[C:15]3[CH:16]=[CH:17][CH:18]=[CH:19][C:20]=3[O:21][C:22](=[O:23])[CH:12]2[CH2:11]1)[C:4]1[CH:9]=[CH:8][CH:7]=[CH:6][CH:5]=1, predict the reaction product. The product is: [CH2:3]([N:10]1[CH2:11][CH:12]([CH2:22][OH:23])[CH:13]([C:15]2[CH:16]=[CH:17][CH:18]=[CH:19][C:20]=2[OH:21])[CH2:14]1)[C:4]1[CH:5]=[CH:6][CH:7]=[CH:8][CH:9]=1.